Dataset: Forward reaction prediction with 1.9M reactions from USPTO patents (1976-2016). Task: Predict the product of the given reaction. (1) Given the reactants C(Cl)(=O)C(Cl)=O.CS(C)=O.[OH:11][CH2:12][C:13]1[N:14]=[C:15]([C:18]2[CH:23]=[CH:22][CH:21]=[CH:20][C:19]=2[NH:24][C:25]([O:27][CH2:28][CH:29]2[CH2:34][CH2:33][N:32]([C:35]([O:37][C:38]([CH3:41])([CH3:40])[CH3:39])=[O:36])[CH2:31][CH2:30]2)=[O:26])[S:16][CH:17]=1.C(N(CC)CC)C, predict the reaction product. The product is: [CH:12]([C:13]1[N:14]=[C:15]([C:18]2[CH:23]=[CH:22][CH:21]=[CH:20][C:19]=2[NH:24][C:25]([O:27][CH2:28][CH:29]2[CH2:34][CH2:33][N:32]([C:35]([O:37][C:38]([CH3:41])([CH3:40])[CH3:39])=[O:36])[CH2:31][CH2:30]2)=[O:26])[S:16][CH:17]=1)=[O:11]. (2) Given the reactants [CH3:1][C@H:2]1[C@:19]([OH:24])([C:20]([CH2:22][OH:23])=[O:21])[C@:18]2([CH3:25])[C@H:4]([C@H:5]3[C@:15]([F:27])([C@@H:16]([OH:26])[CH2:17]2)[C@:14]2([CH3:28])[C:8](=[CH:9][C:10]([CH:12]=[CH:13]2)=[O:11])[CH2:7][CH2:6]3)[CH2:3]1.[C:29]1(=[O:35])[O:34][C:32](=[O:33])[CH2:31][CH2:30]1, predict the reaction product. The product is: [CH3:1][C@H:2]1[C@:19]([OH:24])([C:20]([CH2:22][O:23][C:29]([CH2:30][CH2:31][C:32]([OH:34])=[O:33])=[O:35])=[O:21])[C@:18]2([CH3:25])[C@H:4]([C@H:5]3[C@:15]([F:27])([C@@H:16]([OH:26])[CH2:17]2)[C@:14]2([CH3:28])[C:8](=[CH:9][C:10]([CH:12]=[CH:13]2)=[O:11])[CH2:7][CH2:6]3)[CH2:3]1. (3) Given the reactants [Cl:1][C:2]1[C:3]([CH2:16][C:17]([NH2:19])=[O:18])=[C:4]2[C:9](=[CH:10][CH:11]=1)[CH:8]=[N:7][C:6]([CH2:12][N:13]([CH3:15])[CH3:14])=[CH:5]2.C[O:21][C:22](=O)[C:23]([C:25]1[C:33]2[C:28](=[CH:29][CH:30]=[CH:31][CH:32]=2)[N:27]([CH3:34])[CH:26]=1)=O.[K].CC([O-])(C)C.[K+], predict the reaction product. The product is: [Cl:1][C:2]1[C:3]([C:16]2[C:17](=[O:18])[NH:19][C:22](=[O:21])[C:23]=2[C:25]2[C:33]3[C:28](=[CH:29][CH:30]=[CH:31][CH:32]=3)[N:27]([CH3:34])[CH:26]=2)=[C:4]2[C:9](=[CH:10][CH:11]=1)[CH:8]=[N:7][C:6]([CH2:12][N:13]([CH3:14])[CH3:15])=[CH:5]2. (4) Given the reactants [CH3:1][C:2]1[CH:3]=[C:4]([N:9]2[C:13](=[O:14])[C:12](=[N:15][NH:16][C:17]3[C:18]([OH:32])=[C:19]([C:23]4[CH:28]=[CH:27][CH:26]=[C:25]([C:29]([OH:31])=[O:30])[CH:24]=4)[CH:20]=[CH:21][CH:22]=3)[C:11]([CH3:33])=[N:10]2)[CH:5]=[CH:6][C:7]=1[CH3:8], predict the reaction product. The product is: [CH3:8][C:7]1[CH:6]=[CH:5][C:4]([N:9]2[N:10]=[C:11]([CH3:33])/[C:12](=[N:15]/[NH:16][C:17]3[CH:22]=[CH:21][CH:20]=[C:19]([C:23]4[CH:28]=[CH:27][CH:26]=[C:25]([C:29]([OH:31])=[O:30])[CH:24]=4)[C:18]=3[OH:32])/[C:13]2=[O:14])=[CH:3][C:2]=1[CH3:1].[CH2:12]([NH2:15])[CH2:13][OH:14]. (5) Given the reactants [F:1][C:2]1[CH:10]=[C:9]([F:11])[C:8]([NH2:12])=[CH:7][C:3]=1[C:4](O)=[O:5].C[CH2:14][N:15]=C=NCCCN(C)C.C1C=CC2N(O)N=NC=2C=1.CN, predict the reaction product. The product is: [NH2:12][C:8]1[C:9]([F:11])=[CH:10][C:2]([F:1])=[C:3]([CH:7]=1)[C:4]([NH:15][CH3:14])=[O:5]. (6) Given the reactants [CH:1]1([CH2:4][O:5][C:6]2[CH:11]=[CH:10][C:9]([CH3:12])=[CH:8][C:7]=2[C:13]2[C:14]3[N:21]([CH2:22][O:23][CH2:24][CH2:25][Si:26]([CH3:29])([CH3:28])[CH3:27])[C:20]([CH3:30])=[C:19]([C:31]([OH:33])=O)[C:15]=3[N:16]=[CH:17][N:18]=2)[CH2:3][CH2:2]1.[NH2:34][C@H:35]1[CH2:40][CH2:39][C@H:38]([NH:41][C:42](=[O:48])[O:43][C:44]([CH3:47])([CH3:46])[CH3:45])[CH2:37][CH2:36]1, predict the reaction product. The product is: [C:44]([O:43][C:42](=[O:48])[NH:41][C@H:38]1[CH2:37][CH2:36][C@H:35]([NH:34][C:31]([C:19]2[C:15]3[N:16]=[CH:17][N:18]=[C:13]([C:7]4[CH:8]=[C:9]([CH3:12])[CH:10]=[CH:11][C:6]=4[O:5][CH2:4][CH:1]4[CH2:2][CH2:3]4)[C:14]=3[N:21]([CH2:22][O:23][CH2:24][CH2:25][Si:26]([CH3:27])([CH3:29])[CH3:28])[C:20]=2[CH3:30])=[O:33])[CH2:40][CH2:39]1)([CH3:47])([CH3:45])[CH3:46]. (7) Given the reactants [C:1]([NH:4][C:5]1[S:6][CH:7]=[C:8]([CH2:10][CH2:11][C:12]2[S:16][C:15]([CH2:17][CH2:18][C:19]([O:21]C)=[O:20])=[CH:14][CH:13]=2)[N:9]=1)(=[O:3])[CH3:2].[OH-].[Na+], predict the reaction product. The product is: [C:1]([NH:4][C:5]1[S:6][CH:7]=[C:8]([CH2:10][CH2:11][C:12]2[S:16][C:15]([CH2:17][CH2:18][C:19]([OH:21])=[O:20])=[CH:14][CH:13]=2)[N:9]=1)(=[O:3])[CH3:2].